Dataset: Full USPTO retrosynthesis dataset with 1.9M reactions from patents (1976-2016). Task: Predict the reactants needed to synthesize the given product. (1) Given the product [CH3:1][N:2]([C:7]1[CH:12]=[CH:11][CH:10]=[CH:9][CH:8]=1)[CH2:3][C:4]([O:6][CH2:24][C:23]1[CH:26]=[CH:27][C:20]([Cl:19])=[CH:21][CH:22]=1)=[O:5], predict the reactants needed to synthesize it. The reactants are: [CH3:1][N:2]([C:7]1[CH:12]=[CH:11][CH:10]=[CH:9][CH:8]=1)[CH2:3][C:4]([OH:6])=[O:5].C([O-])([O-])=O.[Cs+].[Cs+].[Cl:19][C:20]1[CH:27]=[CH:26][C:23]([CH2:24]Cl)=[CH:22][CH:21]=1. (2) Given the product [OH:8][CH:9]1[CH:14]([NH:15][C:16](=[O:22])[O:17][C:18]([CH3:21])([CH3:20])[CH3:19])[CH2:13][CH2:12][N:11]([CH2:23][CH2:24][N:25]2[C:34]3[C:29](=[CH:30][CH:31]=[C:32]([O:35][CH3:36])[CH:33]=3)[N:28]=[CH:27][C:26]2=[O:37])[CH2:10]1, predict the reactants needed to synthesize it. The reactants are: [Si]([O:8][C@H:9]1[C@H:14]([NH:15][C:16](=[O:22])[O:17][C:18]([CH3:21])([CH3:20])[CH3:19])[CH2:13][CH2:12][N:11]([CH2:23][CH2:24][N:25]2[C:34]3[C:29](=[CH:30][CH:31]=[C:32]([O:35][CH3:36])[CH:33]=3)[N:28]=[CH:27][C:26]2=[O:37])[CH2:10]1)(C(C)(C)C)(C)C.[F-].C([N+](CCCC)(CCCC)CCCC)CCC.